From a dataset of Forward reaction prediction with 1.9M reactions from USPTO patents (1976-2016). Predict the product of the given reaction. (1) Given the reactants [CH:1]([O:4][C:5]1[CH:6]=[C:7]([CH:12]=[CH:13][C:14]=1[CH3:15])[C:8]([O:10][CH3:11])=[O:9])([CH3:3])[CH3:2].[Br:16]N1C(=O)CCC1=O, predict the reaction product. The product is: [Br:16][CH2:15][C:14]1[CH:13]=[CH:12][C:7]([C:8]([O:10][CH3:11])=[O:9])=[CH:6][C:5]=1[O:4][CH:1]([CH3:3])[CH3:2]. (2) Given the reactants [N:1]1([CH2:7][CH2:8][O:9][C:10]2[CH:11]=[C:12]([CH:16]=[CH:17][CH:18]=2)[C:13]([OH:15])=O)[CH2:6][CH2:5][O:4][CH2:3][CH2:2]1.CN(C(ON1N=NC2C=CC=CC1=2)=[N+](C)C)C.F[P-](F)(F)(F)(F)F.C(N(C(C)C)CC)(C)C.[CH3:52][O:53][CH2:54][O:55][C:56]1[CH:57]=[C:58]([NH2:62])[CH:59]=[CH:60][CH:61]=1, predict the reaction product. The product is: [CH3:52][O:53][CH2:54][O:55][C:56]1[CH:57]=[C:58]([NH:62][C:13](=[O:15])[C:12]2[CH:16]=[CH:17][CH:18]=[C:10]([O:9][CH2:8][CH2:7][N:1]3[CH2:2][CH2:3][O:4][CH2:5][CH2:6]3)[CH:11]=2)[CH:59]=[CH:60][CH:61]=1.